Predict the product of the given reaction. From a dataset of Forward reaction prediction with 1.9M reactions from USPTO patents (1976-2016). (1) Given the reactants [CH3:1][O:2][C:3]1[CH:25]=[CH:24][CH:23]=[CH:22][C:4]=1[CH2:5][N:6]1[C:10]([CH2:11][CH2:12][C:13](OCC)=[O:14])=[CH:9][C:8]([O:18][CH:19]([CH3:21])[CH3:20])=[N:7]1.[H-].C([Al+]CC(C)C)C(C)C.CO.[C@H](O)(C([O-])=O)[C@@H](O)C([O-])=O.[Na+].[K+], predict the reaction product. The product is: [CH3:1][O:2][C:3]1[CH:25]=[CH:24][CH:23]=[CH:22][C:4]=1[CH2:5][N:6]1[C:10]([CH2:11][CH2:12][CH2:13][OH:14])=[CH:9][C:8]([O:18][CH:19]([CH3:21])[CH3:20])=[N:7]1. (2) The product is: [OH:29][C@@:8]1([C:6](=[O:7])[CH2:5][OH:4])[C@:24]2([CH3:25])[CH:11]([CH:12]3[C:21](=[CH:22][CH2:23]2)[C@:20]2([CH3:26])[C:15](=[CH:16][C:17](=[O:27])[CH:18]=[CH:19]2)[CH2:14][CH2:13]3)[CH2:10][C@H:9]1[CH3:28]. Given the reactants C([O:4][CH2:5][C:6]([C@:8]1([OH:29])[C@:24]2([CH3:25])[CH:11]([CH:12]3[C:21](=[CH:22][CH2:23]2)[C@:20]2([CH3:26])[C:15](=[CH:16][C:17](=[O:27])[CH:18]=[CH:19]2)[CH2:14][CH2:13]3)[CH2:10][C@H:9]1[CH3:28])=[O:7])(=O)C.C(OCC(=O)[C@@H]1[C@]2(C)C(C3C(=CC2)[C@]2(C)C(=CC(=O)CC2)CC3)C[C@H]1C)(=O)C, predict the reaction product. (3) Given the reactants [N:1]#[C:2]Br.[CH3:4][O:5][C:6]1[CH:21]=[C:20]([O:22][CH3:23])[CH:19]=[CH:18][C:7]=1[CH2:8][NH:9][CH2:10][CH2:11][CH:12]([NH2:17])[C:13]([F:16])([F:15])[F:14], predict the reaction product. The product is: [CH3:4][O:5][C:6]1[CH:21]=[C:20]([O:22][CH3:23])[CH:19]=[CH:18][C:7]=1[CH2:8][N:9]1[CH2:10][CH2:11][CH:12]([C:13]([F:14])([F:15])[F:16])[N:17]=[C:2]1[NH2:1]. (4) The product is: [CH3:22][CH:21]([CH3:23])[CH2:20][C@H:19]([NH:24][C:25](=[O:31])[O:26][C:27]([CH3:30])([CH3:29])[CH3:28])[CH2:18][O:17][C:2]1[CH:3]=[CH:4][C:5]2[C:15]3[C:10](=[CH:11][N:12]=[C:13]([CH3:16])[CH:14]=3)[CH2:9][O:8][C:6]=2[CH:7]=1. Given the reactants Cl[C:2]1[CH:3]=[CH:4][C:5]2[C:15]3[C:10](=[CH:11][N:12]=[C:13]([CH3:16])[CH:14]=3)[CH2:9][O:8][C:6]=2[CH:7]=1.[OH:17][CH2:18][C@@H:19]([NH:24][C:25](=[O:31])[O:26][C:27]([CH3:30])([CH3:29])[CH3:28])[CH2:20][CH:21]([CH3:23])[CH3:22].C([O-])([O-])=O.[Cs+].[Cs+].C(P(C(C)(C)C)C1C=CC=CC=1C1C(C(C)C)=CC(C(C)C)=CC=1C(C)C)(C)(C)C, predict the reaction product.